This data is from Forward reaction prediction with 1.9M reactions from USPTO patents (1976-2016). The task is: Predict the product of the given reaction. (1) Given the reactants [OH:1][C:2]1[C:3]([CH:12]([N:21]2[CH2:26][CH2:25][O:24][CH2:23][CH2:22]2)[C:13]2[CH:20]=[CH:19][C:16]([C:17]#[N:18])=[CH:15][CH:14]=2)=[CH:4][CH:5]=[C:6]2[C:11]=1[N:10]=[CH:9][CH:8]=[CH:7]2.S(=O)(=O)(O)[OH:28].C([O-])(O)=O.[Na+], predict the reaction product. The product is: [OH:1][C:2]1[C:3]([CH:12]([N:21]2[CH2:22][CH2:23][O:24][CH2:25][CH2:26]2)[C:13]2[CH:14]=[CH:15][C:16]([C:17]([NH2:18])=[O:28])=[CH:19][CH:20]=2)=[CH:4][CH:5]=[C:6]2[C:11]=1[N:10]=[CH:9][CH:8]=[CH:7]2. (2) Given the reactants [CH3:1][C:2]1[NH:3][CH:4]=[C:5]([C:7]([OH:9])=O)[N:6]=1.[NH2:10][CH2:11][C@@H:12]([N:14]1[CH:18]=[CH:17][C:16]([C:19]2[CH:26]=[CH:25][C:22]([C:23]#[N:24])=[C:21]([Cl:27])[CH:20]=2)=[N:15]1)[CH3:13], predict the reaction product. The product is: [Cl:27][C:21]1[CH:20]=[C:19]([C:16]2[CH:17]=[CH:18][N:14]([C@@H:12]([CH3:13])[CH2:11][NH:10][C:7]([C:5]3[N:6]=[C:2]([CH3:1])[NH:3][CH:4]=3)=[O:9])[N:15]=2)[CH:26]=[CH:25][C:22]=1[C:23]#[N:24]. (3) Given the reactants [F:1][C:2]1[CH:10]=[CH:9][C:8]([F:11])=[CH:7][C:3]=1[C:4](Cl)=[O:5].[CH3:12][O:13][C:14]1[CH:15]=[C:16]([C:20]2([OH:26])[CH2:25][CH2:24][CH2:23][NH:22][CH2:21]2)[CH:17]=[CH:18][CH:19]=1, predict the reaction product. The product is: [F:1][C:2]1[CH:10]=[CH:9][C:8]([F:11])=[CH:7][C:3]=1[C:4]([N:22]1[CH2:23][CH2:24][CH2:25][C:20]([OH:26])([C:16]2[CH:17]=[CH:18][CH:19]=[C:14]([O:13][CH3:12])[CH:15]=2)[CH2:21]1)=[O:5]. (4) Given the reactants [Cl:1][C:2]1[CH:7]=[CH:6][C:5]([CH:8]([OH:19])[C:9]2([C:12]([O:14][C:15]([CH3:18])([CH3:17])[CH3:16])=[O:13])[CH2:11][CH2:10]2)=[CH:4][C:3]=1[NH:20][C:21](=[O:36])[C@H:22]([C:29]1[CH:34]=[CH:33][C:32]([Cl:35])=[CH:31][CH:30]=1)[C@@H:23]([CH3:28])[C:24]([F:27])([F:26])[F:25].[CH:37](OCC)=[CH2:38], predict the reaction product. The product is: [Cl:1][C:2]1[CH:7]=[CH:6][C:5]([CH:8]([O:19][CH:37]=[CH2:38])[C:9]2([C:12]([O:14][C:15]([CH3:18])([CH3:16])[CH3:17])=[O:13])[CH2:10][CH2:11]2)=[CH:4][C:3]=1[NH:20][C:21](=[O:36])[C@H:22]([C:29]1[CH:30]=[CH:31][C:32]([Cl:35])=[CH:33][CH:34]=1)[C@@H:23]([CH3:28])[C:24]([F:27])([F:25])[F:26]. (5) Given the reactants [C:1]([O:4][C:5]1[CH:10]=[CH:9][CH:8]=[C:7]([C:11]2[NH:20][C:19](=O)[C:18]3[C:13](=[CH:14][CH:15]=[CH:16][CH:17]=3)[N:12]=2)[CH:6]=1)(=[O:3])[CH3:2].S(Cl)([Cl:24])=O, predict the reaction product. The product is: [C:1]([O:4][C:5]1[CH:10]=[CH:9][CH:8]=[C:7]([C:11]2[N:20]=[C:19]([Cl:24])[C:18]3[C:13](=[CH:14][CH:15]=[CH:16][CH:17]=3)[N:12]=2)[CH:6]=1)(=[O:3])[CH3:2]. (6) The product is: [C:24]([C:23]1[CH:26]=[CH:27][C:28]([C:2]2[CH2:6][C@H:5]([CH:7]3[CH2:11][CH2:10][CH2:9][CH2:8]3)[N:4]([C:12]3[CH:19]=[CH:18][C:15]([C:16]#[N:17])=[C:14]([CH3:20])[N:13]=3)[N:3]=2)=[CH:29][C:22]=1[CH3:21])#[N:25]. Given the reactants Cl[C:2]1[CH2:6][C@H:5]([CH:7]2[CH2:11][CH2:10][CH2:9][CH2:8]2)[N:4]([C:12]2[CH:19]=[CH:18][C:15]([C:16]#[N:17])=[C:14]([CH3:20])[N:13]=2)[N:3]=1.[CH3:21][C:22]1[CH:29]=[C:28](B2OC(C)(C)C(C)(C)O2)[CH:27]=[CH:26][C:23]=1[C:24]#[N:25], predict the reaction product. (7) Given the reactants [C:1]([C:5]([C:8]([C:11]([C:14]([C:17]([C:20]([C:23]([CH:26]=[CH2:27])([F:25])[F:24])([F:22])[F:21])([F:19])[F:18])([F:16])[F:15])([F:13])[F:12])([F:10])[F:9])([F:7])[F:6])([F:4])([F:3])[F:2].[ClH:28], predict the reaction product. The product is: [C:1]([C:5]([C:8]([C:11]([C:14]([C:17]([C:20]([C:23]([CH2:26][CH2:27][Cl:28])([F:24])[F:25])([F:21])[F:22])([F:18])[F:19])([F:16])[F:15])([F:13])[F:12])([F:10])[F:9])([F:7])[F:6])([F:4])([F:3])[F:2]. (8) Given the reactants [CH3:1][C:2]([C:6]1[CH:7]=[C:8]2[C:13](=[CH:14][CH:15]=1)[C:12](=[O:16])[NH:11][CH2:10][CH2:9]2)([CH3:5])[CH:3]=[O:4].[Br:17][C:18]1[CH:25]=[CH:24][CH:23]=[C:22](Br)[C:19]=1[CH:20]=[O:21].C(=O)([O-])[O-].[Cs+].[Cs+], predict the reaction product. The product is: [Br:17][C:18]1[CH:25]=[CH:24][CH:23]=[C:22]([N:11]2[CH2:10][CH2:9][C:8]3[C:13](=[CH:14][CH:15]=[C:6]([C:2]([CH3:1])([CH3:5])[CH:3]=[O:4])[CH:7]=3)[C:12]2=[O:16])[C:19]=1[CH:20]=[O:21]. (9) Given the reactants F[C:2]1[CH:11]=[C:10]2[C:5]([CH:6]=[C:7]([C:16]([O:18][CH2:19][CH3:20])=[O:17])[CH:8]([C:12]([F:15])([F:14])[F:13])[O:9]2)=[CH:4][CH:3]=1.[CH2:21]([NH2:25])[CH:22]([CH3:24])[CH3:23].C([O-])([O-])=O.[K+].[K+], predict the reaction product. The product is: [CH2:21]([NH:25][C:2]1[CH:11]=[C:10]2[C:5]([CH:6]=[C:7]([C:16]([O:18][CH2:19][CH3:20])=[O:17])[CH:8]([C:12]([F:15])([F:14])[F:13])[O:9]2)=[CH:4][CH:3]=1)[CH:22]([CH3:24])[CH3:23]. (10) Given the reactants C([NH:4][C:5]1[CH:18]=[CH:17][C:16]2[S:15][C:14]3[C:9](=[CH:10][CH:11]=[C:12]([NH:19]C(=O)C)[CH:13]=3)[S:8][C:7]=2[CH:6]=1)(=O)C.Cl, predict the reaction product. The product is: [NH2:19][C:12]1[CH:11]=[CH:10][C:9]2[S:8][C:7]3[C:16](=[CH:17][CH:18]=[C:5]([NH2:4])[CH:6]=3)[S:15][C:14]=2[CH:13]=1.